From a dataset of Peptide-MHC class II binding affinity with 134,281 pairs from IEDB. Regression. Given a peptide amino acid sequence and an MHC pseudo amino acid sequence, predict their binding affinity value. This is MHC class II binding data. (1) The peptide sequence is NCPNLSPREEPDDID. The MHC is DRB1_0901 with pseudo-sequence DRB1_0901. The binding affinity (normalized) is 0. (2) The peptide sequence is KGLHHLQIILSGKMA. The MHC is DRB4_0101 with pseudo-sequence DRB4_0103. The binding affinity (normalized) is 0.958. (3) The peptide sequence is LDSVKSILKWHLHKV. The MHC is DRB1_0101 with pseudo-sequence DRB1_0101. The binding affinity (normalized) is 0.592.